This data is from Catalyst prediction with 721,799 reactions and 888 catalyst types from USPTO. The task is: Predict which catalyst facilitates the given reaction. Reactant: [Cl:1][C:2]1[C:12]([Cl:13])=[CH:11][C:10]2[CH:9]3[CH2:14][CH:5]([CH2:6][N:7](C(=O)C(F)(F)F)[CH2:8]3)[C:4]=2[CH:3]=1. Product: [ClH:1].[Cl:13][C:12]1[C:2]([Cl:1])=[CH:3][C:4]2[CH:5]3[CH2:14][CH:9]([CH2:8][NH:7][CH2:6]3)[C:10]=2[CH:11]=1. The catalyst class is: 24.